Dataset: Reaction yield outcomes from USPTO patents with 853,638 reactions. Task: Predict the reaction yield, written as a fraction of the theoretical maximum amount of product (1.0 means a 100% yield; for example, 0.34 means a 34% yield). The reactants are [CH3:1][N:2]([CH2:22][C:23]#[CH:24])[C:3](=[O:21])[O:4][CH2:5][C@H:6]([NH:13]C(OC(C)(C)C)=O)[C:7]1[CH:12]=[CH:11][CH:10]=[CH:9][CH:8]=1.C([SiH](CC)CC)C.FC(F)(F)C(O)=O. The catalyst is C(Cl)Cl. The product is [CH3:1][N:2]([CH2:22][C:23]#[CH:24])[C:3](=[O:21])[O:4][CH2:5][C@H:6]([NH2:13])[C:7]1[CH:12]=[CH:11][CH:10]=[CH:9][CH:8]=1. The yield is 0.880.